This data is from Forward reaction prediction with 1.9M reactions from USPTO patents (1976-2016). The task is: Predict the product of the given reaction. Given the reactants BrC1C(N2CCN(CC3C=NC=CC=3)CC2)=C2N=C(C3C=CC(CN)=CC=3)NC2=NC=1.[Cl:32][C:33]1[C:34]([N:61]2[CH2:66][CH2:65][N:64]([CH2:67][C:68]3[CH:69]=[N:70][CH:71]=[CH:72][CH:73]=3)[CH2:63][CH2:62]2)=[C:35]2[N:41]=[C:40]([C:42]3[CH:47]=[CH:46][C:45]([N:48]4[CH2:53][CH2:52][N:51](C(OC(C)(C)C)=O)[CH2:50][CH2:49]4)=[CH:44][CH:43]=3)[NH:39][C:36]2=[N:37][CH:38]=1.C(O)(C(F)(F)F)=O, predict the reaction product. The product is: [Cl:32][C:33]1[C:34]([N:61]2[CH2:62][CH2:63][N:64]([CH2:67][C:68]3[CH:69]=[N:70][CH:71]=[CH:72][CH:73]=3)[CH2:65][CH2:66]2)=[C:35]2[N:41]=[C:40]([C:42]3[CH:43]=[CH:44][C:45]([N:48]4[CH2:53][CH2:52][NH:51][CH2:50][CH2:49]4)=[CH:46][CH:47]=3)[NH:39][C:36]2=[N:37][CH:38]=1.